From a dataset of Catalyst prediction with 721,799 reactions and 888 catalyst types from USPTO. Predict which catalyst facilitates the given reaction. (1) Reactant: [B-][N+](C)(C)C.[C:6]([C:10]1[CH:18]=[CH:17][C:13]([C:14](O)=[O:15])=[C:12]([O:19][CH:20]2[CH2:25][CH2:24][N:23]([C:26]([O:28][C:29]([CH3:32])([CH3:31])[CH3:30])=[O:27])[CH2:22][CH2:21]2)[CH:11]=1)([CH3:9])([CH3:8])[CH3:7]. Product: [C:6]([C:10]1[CH:18]=[CH:17][C:13]([CH2:14][OH:15])=[C:12]([O:19][CH:20]2[CH2:21][CH2:22][N:23]([C:26]([O:28][C:29]([CH3:32])([CH3:31])[CH3:30])=[O:27])[CH2:24][CH2:25]2)[CH:11]=1)([CH3:9])([CH3:7])[CH3:8]. The catalyst class is: 7. (2) Reactant: [Br:1][C:2]1[CH:9]=[C:8]([S:10][C:11]2[CH:16]=[CH:15][C:14]([Cl:17])=[C:13]([Cl:18])[CH:12]=2)[CH:7]=[CH:6][C:3]=1[CH:4]=[O:5].[BH4-].[Na+].C([O-])(O)=O.[Na+]. Product: [Br:1][C:2]1[CH:9]=[C:8]([S:10][C:11]2[CH:16]=[CH:15][C:14]([Cl:17])=[C:13]([Cl:18])[CH:12]=2)[CH:7]=[CH:6][C:3]=1[CH2:4][OH:5]. The catalyst class is: 5. (3) Reactant: [Cl:1][C:2]1[CH:7]=[CH:6][C:5]([C:8]2[N:12]([CH2:13][CH3:14])[C:11]([C:15]([C:27]3[CH:32]=[CH:31][CH:30]=[C:29]([C:33]([F:36])([F:35])[F:34])[CH:28]=3)([C:17]3[CH:22]=[CH:21][CH:20]=[C:19]([C:23]([F:26])([F:25])[F:24])[CH:18]=3)[OH:16])=[N:10][C:9]=2[C:37]2[CH:42]=[CH:41][N:40]=[CH:39][CH:38]=2)=[CH:4][CH:3]=1.[CH2:43](O)[CH2:44][OH:45].S(=O)(=O)(O)O.C(=O)([O-])[O-].[Na+].[Na+]. Product: [Cl:1][C:2]1[CH:7]=[CH:6][C:5]([C:8]2[N:12]([CH2:13][CH3:14])[C:11]([C:15]([C:17]3[CH:22]=[CH:21][CH:20]=[C:19]([C:23]([F:26])([F:25])[F:24])[CH:18]=3)([C:27]3[CH:32]=[CH:31][CH:30]=[C:29]([C:33]([F:36])([F:35])[F:34])[CH:28]=3)[O:16][CH2:43][CH2:44][OH:45])=[N:10][C:9]=2[C:37]2[CH:38]=[CH:39][N:40]=[CH:41][CH:42]=2)=[CH:4][CH:3]=1. The catalyst class is: 11. (4) Reactant: [CH3:1][O:2][C:3]1[CH:8]=[CH:7][C:6]([C:9]2[N:10]=[C:11]([NH2:15])[S:12][C:13]=2[CH3:14])=[CH:5][CH:4]=1.[N:16]1([C:21](N2C=CN=C2)=[S:22])[CH:20]=[CH:19][N:18]=[CH:17]1. Product: [CH3:1][O:2][C:3]1[CH:4]=[CH:5][C:6]([C:9]2[N:10]=[C:11]([NH:15][C:21]([N:16]3[CH:20]=[CH:19][N:18]=[CH:17]3)=[S:22])[S:12][C:13]=2[CH3:14])=[CH:7][CH:8]=1. The catalyst class is: 10. (5) Reactant: [CH3:1][N:2]1[C:7](=[O:8])[C:6]([CH3:9])=[CH:5][C:4]([C:10]([OH:12])=O)=[CH:3]1.[C:13]([O:17][C:18](=[O:35])[NH:19][C:20]1[CH:25]=[C:24]([NH:26][CH2:27][C:28]2[CH:33]=[CH:32][CH:31]=[CH:30][CH:29]=2)[C:23]([NH2:34])=[CH:22][N:21]=1)([CH3:16])([CH3:15])[CH3:14].CCN(C(C)C)C(C)C.CN(C(ON1N=NC2C=CC=NC1=2)=[N+](C)C)C.F[P-](F)(F)(F)(F)F. Product: [C:13]([O:17][C:18](=[O:35])[NH:19][C:20]1[CH:25]=[C:24]([NH:26][CH2:27][C:28]2[CH:29]=[CH:30][CH:31]=[CH:32][CH:33]=2)[C:23]([NH:34][C:10]([C:4]2[CH:5]=[C:6]([CH3:9])[C:7](=[O:8])[N:2]([CH3:1])[CH:3]=2)=[O:12])=[CH:22][N:21]=1)([CH3:16])([CH3:14])[CH3:15]. The catalyst class is: 20. (6) The catalyst class is: 581. Product: [Cl:4][C:5]1[C:6]([F:15])=[C:7]([CH:8]=[CH:9][C:10]=1[F:11])[NH2:12]. Reactant: [Sn](Cl)Cl.[Cl:4][C:5]1[C:6]([F:15])=[C:7]([N+:12]([O-])=O)[CH:8]=[CH:9][C:10]=1[F:11].Cl.[OH-].[Na+]. (7) Reactant: [NH2:1][C:2]1[N:7]=[CH:6][N:5]=[C:4]2[N:8]([CH:12]([C:14]3[CH:21]=[C:20]([Cl:22])[C:17]([C:18]#[N:19])=[C:16]([CH:23]4[CH2:26][NH:25][CH2:24]4)[C:15]=3[O:27][CH3:28])[CH3:13])[N:9]=[C:10]([CH3:11])[C:3]=12.[C:29]([BH3-])#N.[Na+].C=O.C(O)(=O)C. Product: [NH2:1][C:2]1[N:7]=[CH:6][N:5]=[C:4]2[N:8]([CH:12]([C:14]3[CH:21]=[C:20]([Cl:22])[C:17]([C:18]#[N:19])=[C:16]([CH:23]4[CH2:24][N:25]([CH3:29])[CH2:26]4)[C:15]=3[O:27][CH3:28])[CH3:13])[N:9]=[C:10]([CH3:11])[C:3]=12. The catalyst class is: 5. (8) The catalyst class is: 9. Reactant: [H-].[Na+].[CH:3]1([S:6]([NH2:9])(=[O:8])=[O:7])[CH2:5][CH2:4]1.[F:10][C:11]1[CH:20]=[CH:19][C:18]2[NH:17][CH:16]([C:21]3[CH:26]=[CH:25][CH:24]=[C:23]([N:27]4[CH2:32][CH2:31][O:30][CH2:29][CH2:28]4)[CH:22]=3)[C:15]([CH3:34])([CH3:33])[CH2:14][C:13]=2[C:12]=1[C:35](O)=[O:36].C(N1C=CN=C1)(N1C=CN=C1)=O. Product: [F:10][C:11]1[CH:20]=[CH:19][C:18]2[NH:17][CH:16]([C:21]3[CH:26]=[CH:25][CH:24]=[C:23]([N:27]4[CH2:28][CH2:29][O:30][CH2:31][CH2:32]4)[CH:22]=3)[C:15]([CH3:33])([CH3:34])[CH2:14][C:13]=2[C:12]=1[C:35]([NH:9][S:6]([CH:3]1[CH2:5][CH2:4]1)(=[O:8])=[O:7])=[O:36]. (9) Reactant: [Br:1][C:2]1[CH:7]=[CH:6][C:5]([CH:8]([OH:13])[C:9]([F:12])([F:11])[F:10])=[CH:4][C:3]=1[C:14]([F:17])([F:16])[F:15].[Si]([C:22]([F:25])([F:24])[F:23])(C)(C)C.[F-].[Cs+].Cl. Product: [Br:1][C:2]1[CH:7]=[CH:6][C:5]([C:8]([OH:13])([C:22]([F:25])([F:24])[F:23])[C:9]([F:11])([F:12])[F:10])=[CH:4][C:3]=1[C:14]([F:15])([F:16])[F:17]. The catalyst class is: 20.